Dataset: Full USPTO retrosynthesis dataset with 1.9M reactions from patents (1976-2016). Task: Predict the reactants needed to synthesize the given product. (1) Given the product [CH3:29][O:28][C:20]1([O:30][CH3:31])[C:19]2[C:23](=[CH:24][CH:25]=[C:17]([S:1][CH2:2][CH2:3][C:4]3[CH:14]=[CH:13][C:7]([C:8]([O:10][CH2:11][CH3:12])=[O:9])=[CH:6][CH:5]=3)[CH:18]=2)[N:22]([CH3:26])[C:21]1=[O:27], predict the reactants needed to synthesize it. The reactants are: [SH:1][CH2:2][CH2:3][C:4]1[CH:14]=[CH:13][C:7]([C:8]([O:10][CH2:11][CH3:12])=[O:9])=[CH:6][CH:5]=1.[BH4-].I[C:17]1[CH:18]=[C:19]2[C:23](=[CH:24][CH:25]=1)[N:22]([CH3:26])[C:21](=[O:27])[C:20]2([O:30][CH3:31])[O:28][CH3:29]. (2) Given the product [O:12]=[C:9]1[O:8][C:6]2=[N:7][C:2]([CH:1]=[O:13])=[CH:3][CH:4]=[C:5]2[CH:11]=[CH:10]1, predict the reactants needed to synthesize it. The reactants are: [CH3:1][C:2]1[N:7]=[C:6]2[O:8][C:9](=[O:12])[CH:10]=[CH:11][C:5]2=[CH:4][CH:3]=1.[O:13]1CCOCC1. (3) Given the product [CH3:17][C:11]1([NH:20][C:23]([O:49][CH2:42][C:43]2[CH:48]=[CH:47][CH:46]=[CH:45][CH:44]=2)=[O:32])[CH2:10][CH2:9][N:8]([C:6]([O:5][C:2]([CH3:1])([CH3:3])[CH3:4])=[O:7])[CH2:13][CH2:12]1, predict the reactants needed to synthesize it. The reactants are: [CH3:1][C:2]([O:5][C:6]([N:8]1[CH2:13][CH2:12][C:11]([CH3:17])(C(O)=O)[CH2:10][CH2:9]1)=[O:7])([CH3:4])[CH3:3].C([N:20]([CH2:23]C)CC)C.C1(P(N=[N+]=[N-])(C2C=CC=CC=2)=[O:32])C=CC=CC=1.[CH2:42]([OH:49])[C:43]1[CH:48]=[CH:47][CH:46]=[CH:45][CH:44]=1. (4) Given the product [Si:15]([O:14][CH:12]1[CH2:13][N:10]([C:7]2[S:8][CH:9]=[C:5]([CH2:4][NH:1][C:37]([C:32]3[S:36][CH:35]=[CH:34][CH:33]=3)=[O:38])[N:6]=2)[CH2:11]1)([C:28]([CH3:31])([CH3:30])[CH3:29])([C:22]1[CH:27]=[CH:26][CH:25]=[CH:24][CH:23]=1)[C:16]1[CH:21]=[CH:20][CH:19]=[CH:18][CH:17]=1, predict the reactants needed to synthesize it. The reactants are: [N:1]([CH2:4][C:5]1[N:6]=[C:7]([N:10]2[CH2:13][CH:12]([O:14][Si:15]([C:28]([CH3:31])([CH3:30])[CH3:29])([C:22]3[CH:27]=[CH:26][CH:25]=[CH:24][CH:23]=3)[C:16]3[CH:21]=[CH:20][CH:19]=[CH:18][CH:17]=3)[CH2:11]2)[S:8][CH:9]=1)=[N+]=[N-].[C:32]1([C:37](Cl)=[O:38])[S:36][CH:35]=[CH:34][CH:33]=1.C(N(CC)CC)C. (5) Given the product [C:17]12([C:15]([O:14][CH2:8][CH:9]3[O:13][CH2:12][CH2:11][CH2:10]3)=[O:16])[CH2:23][CH:20]([CH2:21][CH2:22]1)[CH:19]=[CH:18]2.[C:4]1(=[O:5])[O:6][C:1](=[O:7])[CH:2]=[CH:3]1.[C:24]12([C:31]([O:33][C:34]3([CH3:40])[CH2:39][CH2:38][CH2:37][CH2:36][CH2:35]3)=[O:32])[CH2:30][CH:27]([CH2:28][CH2:29]1)[CH:26]=[CH:25]2, predict the reactants needed to synthesize it. The reactants are: [C:1]1(=[O:7])[O:6][C:4](=[O:5])[CH:3]=[CH:2]1.[CH2:8]([O:14][C:15]([C:17]12[CH2:23][CH:20]([CH2:21][CH2:22]1)[CH:19]=[CH:18]2)=[O:16])[CH:9]1[O:13][CH2:12][CH2:11][CH2:10]1.[C:24]12([C:31]([O:33][C:34]3([CH3:40])[CH2:39][CH2:38][CH2:37][CH2:36][CH2:35]3)=[O:32])[CH2:30][CH:27]([CH2:28][CH2:29]1)[CH:26]=[CH:25]2.C(OOC(=O)CCCCCCCCCCC)(=O)CCCCCCCCCCC. (6) Given the product [C:1]([C:5]1[N:6]=[C:7]([N:16]2[CH2:20][CH2:19][C:18]([F:21])([F:22])[CH2:17]2)[C:8]2[N:13]=[N:12][N:11]([CH2:14][C:15]3[C:46]([Cl:53])=[CH:47][CH:48]=[C:49]([F:52])[C:50]=3[Cl:51])[C:9]=2[N:10]=1)([CH3:2])([CH3:3])[CH3:4], predict the reactants needed to synthesize it. The reactants are: [C:1]([C:5]1[N:6]=[C:7]([N:16]2[CH2:20][CH2:19][C:18]([F:22])([F:21])[CH2:17]2)[C:8]2[N:13]=[N:12][N:11]([CH2:14][CH3:15])[C:9]=2[N:10]=1)([CH3:4])([CH3:3])[CH3:2].C(C1N=C(N2CCC(F)(F)C2)C2N=NNC=2N=1)(C)(C)C.BrCC1[C:50]([Cl:51])=[C:49]([F:52])[CH:48]=[CH:47][C:46]=1[Cl:53]. (7) Given the product [OH:13][CH2:12][C:4]1[CH:3]=[C:2]([C:19]2[CH:20]=[CH:21][C:16]([C:14]#[N:15])=[CH:17][CH:18]=2)[CH:7]=[C:6]([C:8]([F:11])([F:10])[F:9])[CH:5]=1, predict the reactants needed to synthesize it. The reactants are: Br[C:2]1[CH:3]=[C:4]([CH2:12][OH:13])[CH:5]=[C:6]([C:8]([F:11])([F:10])[F:9])[CH:7]=1.[C:14]([C:16]1[CH:21]=[CH:20][C:19](B(O)O)=[CH:18][CH:17]=1)#[N:15].[OH-].[K+].O.